This data is from Catalyst prediction with 721,799 reactions and 888 catalyst types from USPTO. The task is: Predict which catalyst facilitates the given reaction. Reactant: [C:1](=O)([O-])[O-].[K+].[K+].CI.[OH:9][C:10]1[CH:14]=[C:13]([C:15]([F:18])([F:17])[F:16])[N:12]([CH3:19])[N:11]=1.O. Product: [CH3:1][O:9][C:10]1[CH:14]=[C:13]([C:15]([F:16])([F:18])[F:17])[N:12]([CH3:19])[N:11]=1. The catalyst class is: 9.